From a dataset of Reaction yield outcomes from USPTO patents with 853,638 reactions. Predict the reaction yield, written as a fraction of the theoretical maximum amount of product (1.0 means a 100% yield; for example, 0.34 means a 34% yield). (1) The reactants are [OH:1][C@H:2]1[CH2:7][CH2:6][C@H:5]2[C@H:8]3[C@H:17]([CH2:18][CH2:19][C@:3]12[CH3:4])[C:16]1[CH:15]=[CH:14][C:13]([O:20][CH3:21])=[CH:12][C:11]=1[CH2:10][C@H:9]3[CH2:22][CH:23]=[CH:24][CH2:25][CH2:26][CH2:27][CH2:28][CH2:29][CH2:30][CH:31]([CH2:37][CH2:38][CH2:39][C:40]([F:46])([F:45])[C:41]([F:44])([F:43])[F:42])[C:32]([O:34][CH2:35][CH3:36])=[O:33]. The catalyst is C(OCC)(=O)C.[C].[Pd]. The product is [OH:1][C@H:2]1[CH2:7][CH2:6][C@H:5]2[C@H:8]3[C@H:17]([CH2:18][CH2:19][C@:3]12[CH3:4])[C:16]1[CH:15]=[CH:14][C:13]([O:20][CH3:21])=[CH:12][C:11]=1[CH2:10][C@H:9]3[CH2:22][CH2:23][CH2:24][CH2:25][CH2:26][CH2:27][CH2:28][CH2:29][CH2:30][CH:31]([CH2:37][CH2:38][CH2:39][C:40]([F:45])([F:46])[C:41]([F:42])([F:43])[F:44])[C:32]([O:34][CH2:35][CH3:36])=[O:33]. The yield is 0.970. (2) The reactants are [CH3:1][CH:2]([CH3:11])[CH:3]([C:5]1[CH:6]=[N:7][CH:8]=[CH:9][CH:10]=1)[OH:4]. The catalyst is ClCCl.[O-2].[O-2].[Mn+4]. The product is [CH3:1][CH:2]([CH3:11])[C:3]([C:5]1[CH:6]=[N:7][CH:8]=[CH:9][CH:10]=1)=[O:4]. The yield is 0.810.